Dataset: NCI-60 drug combinations with 297,098 pairs across 59 cell lines. Task: Regression. Given two drug SMILES strings and cell line genomic features, predict the synergy score measuring deviation from expected non-interaction effect. (1) Drug 1: C1CCC(C1)C(CC#N)N2C=C(C=N2)C3=C4C=CNC4=NC=N3. Drug 2: CCC1(CC2CC(C3=C(CCN(C2)C1)C4=CC=CC=C4N3)(C5=C(C=C6C(=C5)C78CCN9C7C(C=CC9)(C(C(C8N6C)(C(=O)OC)O)OC(=O)C)CC)OC)C(=O)OC)O.OS(=O)(=O)O. Cell line: A549. Synergy scores: CSS=34.2, Synergy_ZIP=-1.00, Synergy_Bliss=6.91, Synergy_Loewe=-14.3, Synergy_HSA=6.62. (2) Drug 1: CC1C(C(CC(O1)OC2CC(CC3=C2C(=C4C(=C3O)C(=O)C5=C(C4=O)C(=CC=C5)OC)O)(C(=O)CO)O)N)O.Cl. Drug 2: COC1=C(C=C2C(=C1)N=CN=C2NC3=CC(=C(C=C3)F)Cl)OCCCN4CCOCC4. Cell line: SK-MEL-28. Synergy scores: CSS=-0.470, Synergy_ZIP=1.41, Synergy_Bliss=1.40, Synergy_Loewe=0.507, Synergy_HSA=-0.482. (3) Cell line: MCF7. Synergy scores: CSS=-0.587, Synergy_ZIP=0.0497, Synergy_Bliss=1.03, Synergy_Loewe=-5.40, Synergy_HSA=-0.745. Drug 1: CNC(=O)C1=CC=CC=C1SC2=CC3=C(C=C2)C(=NN3)C=CC4=CC=CC=N4. Drug 2: C1=NC2=C(N=C(N=C2N1C3C(C(C(O3)CO)O)O)F)N. (4) Drug 1: C1C(C(OC1N2C=NC3=C(N=C(N=C32)Cl)N)CO)O. Drug 2: C1C(C(OC1N2C=NC3=C2NC=NCC3O)CO)O. Cell line: IGROV1. Synergy scores: CSS=0.542, Synergy_ZIP=-0.439, Synergy_Bliss=-0.974, Synergy_Loewe=-1.93, Synergy_HSA=-1.86. (5) Drug 1: CN(C)N=NC1=C(NC=N1)C(=O)N. Drug 2: C1=CC(=CC=C1CC(C(=O)O)N)N(CCCl)CCCl.Cl. Cell line: SN12C. Synergy scores: CSS=29.7, Synergy_ZIP=-5.27, Synergy_Bliss=5.46, Synergy_Loewe=0.238, Synergy_HSA=4.39.